This data is from Catalyst prediction with 721,799 reactions and 888 catalyst types from USPTO. The task is: Predict which catalyst facilitates the given reaction. (1) Reactant: [F:1][C:2]1[CH:7]=[CH:6][C:5]([C:8]2[CH:13]=[C:12]([N:14]3[C:18]4[CH:19]=[CH:20][C:21]([C:23]5[CH:24]=[N:25][N:26]([CH3:28])[CH:27]=5)=[CH:22][C:17]=4[N:16]=[CH:15]3)[CH:11]=[C:10]([NH:29]C(=O)C)[CH:9]=2)=[CH:4][CH:3]=1.[OH-].[Na+]. Product: [F:1][C:2]1[CH:3]=[CH:4][C:5]([C:8]2[CH:13]=[C:12]([N:14]3[C:18]4[CH:19]=[CH:20][C:21]([C:23]5[CH:24]=[N:25][N:26]([CH3:28])[CH:27]=5)=[CH:22][C:17]=4[N:16]=[CH:15]3)[CH:11]=[C:10]([NH2:29])[CH:9]=2)=[CH:6][CH:7]=1. The catalyst class is: 8. (2) Reactant: [NH2:1][C:2]1[C:10]([Cl:11])=[CH:9][CH:8]=[CH:7][C:3]=1[C:4]([OH:6])=[O:5].[CH2:12](C(C)=O)C(C)C.S(OC)(OC)(=O)=O.C(=O)([O-])[O-].[K+].[K+]. Product: [NH2:1][C:2]1[C:10]([Cl:11])=[CH:9][CH:8]=[CH:7][C:3]=1[C:4]([O:6][CH3:12])=[O:5]. The catalyst class is: 568. (3) Reactant: [OH:1][CH2:2][C:3]1[NH:12][C:11](=[O:13])[C:10]2[C:5](=[CH:6][C:7]3[CH2:16][CH2:15][CH2:14][C:8]=3[CH:9]=2)[N:4]=1.C(N(CC)CC)C.[C:24](O[C:24](=[O:29])[C:25]([CH3:28])([CH3:27])[CH3:26])(=[O:29])[C:25]([CH3:28])([CH3:27])[CH3:26]. Product: [CH3:26][C:25]([CH3:28])([CH3:27])[C:24]([O:1][CH2:2][C:3]1[NH:12][C:11](=[O:13])[C:10]2[C:5](=[CH:6][C:7]3[CH2:16][CH2:15][CH2:14][C:8]=3[CH:9]=2)[N:4]=1)=[O:29]. The catalyst class is: 79.